Dataset: Catalyst prediction with 721,799 reactions and 888 catalyst types from USPTO. Task: Predict which catalyst facilitates the given reaction. Reactant: [NH3:1].CO[C:4]([C@@H:6]1[O:10][C:9](=[O:11])[N:8]([C:12]2[CH:13]=[C:14]3[C:18](=[CH:19][CH:20]=2)[N:17]([CH2:21][CH2:22][CH3:23])[C:16](=[O:24])[CH2:15]3)[CH2:7]1)=[O:5]. Product: [O:11]=[C:9]1[N:8]([C:12]2[CH:13]=[C:14]3[C:18](=[CH:19][CH:20]=2)[N:17]([CH2:21][CH2:22][CH3:23])[C:16](=[O:24])[CH2:15]3)[CH2:7][C@H:6]([C:4]([NH2:1])=[O:5])[O:10]1. The catalyst class is: 5.